Task: Predict the reaction yield, written as a fraction of the theoretical maximum amount of product (1.0 means a 100% yield; for example, 0.34 means a 34% yield).. Dataset: Reaction yield outcomes from USPTO patents with 853,638 reactions (1) The reactants are [CH3:1][O:2][C:3]([C:5]1([OH:18])[C:17]2[CH:16]=[CH:15][CH:14]=[CH:13][C:12]=2[C:11]2[C:6]1=[CH:7][CH:8]=[CH:9][CH:10]=2)=[O:4].[CH3:19][N:20]1[CH2:24]C[C@@H:22](O)[CH2:21]1. The catalyst is C1(C)C=CC=CC=1. The product is [CH3:19][N:20]1[CH2:21][CH2:22][C@@H:1]([O:2][C:3]([C:5]2([OH:18])[C:17]3[CH:16]=[CH:15][CH:14]=[CH:13][C:12]=3[C:11]3[C:6]2=[CH:7][CH:8]=[CH:9][CH:10]=3)=[O:4])[CH2:24]1. The yield is 0.310. (2) The reactants are [C:1]1([C:27]2[CH:32]=[CH:31][CH:30]=[CH:29][CH:28]=2)[CH:6]=[CH:5][C:4]([C@@:7]2(O)[CH2:11][N:10]([C:12]([O:14][CH2:15][C:16]3[CH:21]=[CH:20][CH:19]=[CH:18][CH:17]=3)=[O:13])[C@H:9]([C:22]([O:24][CH3:25])=[O:23])[CH2:8]2)=[CH:3][CH:2]=1.[CH3:33][Si:34]([CH2:37][SH:38])([CH3:36])[CH3:35]. The catalyst is C(#N)C.FC(F)(F)S([O-])(=O)=O.[Sc+3].FC(F)(F)S([O-])(=O)=O.FC(F)(F)S([O-])(=O)=O. The product is [C:1]1([C:27]2[CH:32]=[CH:31][CH:30]=[CH:29][CH:28]=2)[CH:6]=[CH:5][C:4]([C@:7]2([S:38][CH2:37][Si:34]([CH3:36])([CH3:35])[CH3:33])[CH2:11][N:10]([C:12]([O:14][CH2:15][C:16]3[CH:21]=[CH:20][CH:19]=[CH:18][CH:17]=3)=[O:13])[C@H:9]([C:22]([O:24][CH3:25])=[O:23])[CH2:8]2)=[CH:3][CH:2]=1. The yield is 0.437. (3) The reactants are [NH:1]1[CH2:6][CH2:5][CH2:4][CH2:3][CH:2]1[C:7]1[NH:8][C:9]2[C:14]([CH:15]=1)=[CH:13][C:12]([NH2:16])=[CH:11][CH:10]=2.[CH3:17][C:18]([O:21][C:22](O[C:22]([O:21][C:18]([CH3:20])([CH3:19])[CH3:17])=[O:23])=[O:23])([CH3:20])[CH3:19]. The catalyst is CCN(CC)CC.C1COCC1.O. The product is [NH2:16][C:12]1[CH:13]=[C:14]2[C:9](=[CH:10][CH:11]=1)[NH:8][C:7]([CH:2]1[CH2:3][CH2:4][CH2:5][CH2:6][N:1]1[C:22]([O:21][C:18]([CH3:20])([CH3:19])[CH3:17])=[O:23])=[CH:15]2. The yield is 0.0100. (4) The reactants are O[CH:2]([C:12]1[CH:17]=[CH:16][CH:15]=[CH:14][CH:13]=1)[CH2:3][NH:4][C:5](=[O:11])[O:6][C:7]([CH3:10])([CH3:9])[CH3:8].[C:18]1(=[O:28])[NH:22][C:21](=[O:23])[C:20]2=[CH:24][CH:25]=[CH:26][CH:27]=[C:19]12.C1(P(C2C=CC=CC=2)C2C=CC=CC=2)C=CC=CC=1.CCOC(/N=N/C(OCC)=O)=O. The catalyst is C1COCC1. The product is [O:23]=[C:21]1[C:20]2[C:19](=[CH:27][CH:26]=[CH:25][CH:24]=2)[C:18](=[O:28])[N:22]1[CH:2]([C:12]1[CH:17]=[CH:16][CH:15]=[CH:14][CH:13]=1)[CH2:3][NH:4][C:5](=[O:11])[O:6][C:7]([CH3:10])([CH3:9])[CH3:8]. The yield is 0.800.